From a dataset of Full USPTO retrosynthesis dataset with 1.9M reactions from patents (1976-2016). Predict the reactants needed to synthesize the given product. (1) Given the product [Cl:27][C:5]1[C:6]([N:11]2[CH2:16][CH2:15][N:14]([CH2:17][C:18]([NH:20][C:21]3[O:25][N:24]=[C:23]([CH3:26])[CH:22]=3)=[O:19])[CH2:13][CH2:12]2)=[C:7]2[N:8]=[C:34]([C:33]3[CH:36]=[CH:37][C:30]([N:29]([CH3:38])[CH3:28])=[CH:31][CH:32]=3)[NH:1][C:2]2=[N:3][CH:4]=1, predict the reactants needed to synthesize it. The reactants are: [NH2:1][C:2]1[C:7]([N+:8]([O-])=O)=[C:6]([N:11]2[CH2:16][CH2:15][N:14]([CH2:17][C:18]([NH:20][C:21]3[O:25][N:24]=[C:23]([CH3:26])[CH:22]=3)=[O:19])[CH2:13][CH2:12]2)[C:5]([Cl:27])=[CH:4][N:3]=1.[CH3:28][N:29]([CH3:38])[C:30]1[CH:37]=[CH:36][C:33]([CH:34]=O)=[CH:32][CH:31]=1.[O-]S(S([O-])=O)=O.[Na+].[Na+]. (2) Given the product [CH3:10][CH2:9][CH2:8][C:7]([O:5][CH2:4]/[CH:3]=[CH:2]/[CH2:1][O:6][C:4]([CH2:3][CH2:2][CH3:1])=[O:5])=[O:11], predict the reactants needed to synthesize it. The reactants are: [CH2:1]([OH:6])[CH:2]=[CH:3][CH2:4][OH:5].[C:7](Cl)(=[O:11])[CH2:8][CH2:9][CH3:10].